Dataset: Catalyst prediction with 721,799 reactions and 888 catalyst types from USPTO. Task: Predict which catalyst facilitates the given reaction. (1) Reactant: FC(F)(F)C(O)=O.[NH:8]1[CH2:11][CH:10]([OH:12])[CH2:9]1.C(O)(C(F)(F)F)=O.C(N(CC)CC)C.Br[C:28]1[CH:33]=[CH:32][C:31]([Br:34])=[CH:30][N:29]=1. Product: [Br:34][C:31]1[CH:32]=[CH:33][C:28]([N:8]2[CH2:11][CH:10]([OH:12])[CH2:9]2)=[N:29][CH:30]=1. The catalyst class is: 192. (2) Reactant: [CH:1]1[C:10]2[C:5](=[CH:6][C:7]([C:11]([OH:13])=O)=[CH:8][CH:9]=2)[CH:4]=[CH:3][N:2]=1.CN(C(ON1N=NC2C=CC=NC1=2)=[N+](C)C)C.F[P-](F)(F)(F)(F)F.Cl.[C:39]1([C@@H:45]2[CH2:49][CH2:48][CH2:47][NH:46]2)[CH:44]=[CH:43][CH:42]=[CH:41][CH:40]=1.CCN(C(C)C)C(C)C. Product: [CH:1]1[C:10]2[C:5](=[CH:6][C:7]([C:11]([N:46]3[CH2:47][CH2:48][CH2:49][C@H:45]3[C:39]3[CH:44]=[CH:43][CH:42]=[CH:41][CH:40]=3)=[O:13])=[CH:8][CH:9]=2)[CH:4]=[CH:3][N:2]=1. The catalyst class is: 3. (3) The catalyst class is: 294. Reactant: Br[C:2]1[CH:7]=[CH:6][C:5]([C:8](=[O:24])[CH2:9][CH:10]([CH2:16][CH2:17][C:18]2[CH:23]=[CH:22][CH:21]=[CH:20][CH:19]=2)[C:11]([O:13][CH2:14][CH3:15])=[O:12])=[CH:4][CH:3]=1.[N+:25]([C:28]1[CH:33]=[CH:32][C:31](B(O)O)=[CH:30][CH:29]=1)([O-:27])=[O:26].C1(C)C=CC=CC=1.C(=O)([O-])[O-].[Na+].[Na+]. Product: [N+:25]([C:28]1[CH:33]=[CH:32][C:31]([C:2]2[CH:7]=[CH:6][C:5]([C:8](=[O:24])[CH2:9][CH:10]([CH2:16][CH2:17][C:18]3[CH:23]=[CH:22][CH:21]=[CH:20][CH:19]=3)[C:11]([O:13][CH2:14][CH3:15])=[O:12])=[CH:4][CH:3]=2)=[CH:30][CH:29]=1)([O-:27])=[O:26]. (4) Reactant: ClC(OCC(C)C)=[O:3].[C:9]([N:16]([CH2:18][C:19]([OH:21])=[O:20])[CH3:17])([O:11][C:12]([CH3:15])([CH3:14])[CH3:13])=[O:10].CN1CCOCC1.[CH2:29]([NH2:39])[C:30]1[CH:38]=[CH:37][C:36]2[O:35][CH2:34][O:33][C:32]=2[CH:31]=1. Product: [C:29]([NH2:39])(=[O:3])[C:30]1[CH:38]=[CH:37][C:36]2[O:35][CH2:34][O:33][C:32]=2[CH:31]=1.[C:9]([N:16]([CH2:18][C:19]([OH:21])=[O:20])[CH3:17])([O:11][C:12]([CH3:14])([CH3:15])[CH3:13])=[O:10]. The catalyst class is: 1. (5) Reactant: [Cl:1][C:2]1[CH:3]=[C:4]([N:9]2[CH:13]=[C:12]([C:14](O)=[O:15])[N:11]=[CH:10]2)[CH:5]=[CH:6][C:7]=1[Cl:8]. Product: [Cl:1][C:2]1[CH:3]=[C:4]([N:9]2[CH:13]=[C:12]([CH2:14][OH:15])[N:11]=[CH:10]2)[CH:5]=[CH:6][C:7]=1[Cl:8]. The catalyst class is: 5.